This data is from Catalyst prediction with 721,799 reactions and 888 catalyst types from USPTO. The task is: Predict which catalyst facilitates the given reaction. (1) Product: [F:37][C:36]([F:39])([F:38])[S:33]([C:2]1[CH2:11][CH2:10][C:9]2[CH:8]=[C:7]([C:12]([O:14][CH3:15])=[O:13])[CH:6]=[CH:5][C:4]=2[CH:3]=1)(=[O:35])=[O:34]. Reactant: O=[C:2]1[CH2:11][CH2:10][C:9]2[CH:8]=[C:7]([C:12]([O:14][CH3:15])=[O:13])[CH:6]=[CH:5][C:4]=2[CH2:3]1.C[Si](C)(C)[N-][Si](C)(C)C.[Li+].C1C=CC(N([S:33]([C:36]([F:39])([F:38])[F:37])(=[O:35])=[O:34])[S:33]([C:36]([F:39])([F:38])[F:37])(=[O:35])=[O:34])=CC=1.O. The catalyst class is: 1. (2) Reactant: [Br:1][CH2:2][C:3]([C:5]1[CH:10]=[CH:9][C:8]([Br:11])=[CH:7][CH:6]=1)=O.[CH3:12][C:13]1[C:14]([NH2:19])=[N:15][CH:16]=[CH:17][CH:18]=1.Br. Product: [BrH:1].[Br:11][C:8]1[CH:9]=[CH:10][C:5]([C:3]2[N:19]=[C:14]3[C:13]([CH3:12])=[CH:18][CH:17]=[CH:16][N:15]3[CH:2]=2)=[CH:6][CH:7]=1. The catalyst class is: 212. (3) Reactant: [Br:1][C:2]1[CH:7]=[C:6]([CH3:8])[C:5]([C:9]2[CH:10]=[C:11]([C:27]#[N:28])[N:12]3[C:17]([NH:18][CH:19]([CH2:23][CH2:24][CH3:25])[CH2:20][CH2:21][CH3:22])=[CH:16][C:15]([CH3:26])=[N:14][C:13]=23)=[C:4]([CH3:29])[CH:3]=1.C(=O)([O-])[OH:31].[Na+]. Product: [Br:1][C:2]1[CH:3]=[C:4]([CH3:29])[C:5]([C:9]2[CH:10]=[C:11]([C:27]([NH2:28])=[O:31])[N:12]3[C:17]([NH:18][CH:19]([CH2:23][CH2:24][CH3:25])[CH2:20][CH2:21][CH3:22])=[CH:16][C:15]([CH3:26])=[N:14][C:13]=23)=[C:6]([CH3:8])[CH:7]=1. The catalyst class is: 82. (4) Product: [Cl:3][C:4]1[C:5]([CH2:16][O:17][CH3:18])=[CH:6][CH:7]=[C:8]2[C:13]=1[N:12]=[C:11]([CH2:14][OH:15])[CH:10]=[CH:9]2. Reactant: [BH4-].[Na+].[Cl:3][C:4]1[C:5]([CH2:16][O:17][CH3:18])=[CH:6][CH:7]=[C:8]2[C:13]=1[N:12]=[C:11]([CH:14]=[O:15])[CH:10]=[CH:9]2. The catalyst class is: 8. (5) Reactant: [CH3:1][C:2]1[C:3](=O)[CH2:4][CH2:5][C:6]([CH3:9])([CH3:8])[CH:7]=1.[Cl-].[CH3:12][O:13][CH2:14][P+](C1C=CC=CC=1)(C1C=CC=CC=1)C1C=CC=CC=1.CC(C)([O-])C.[K+].O1CCCC1. Product: [CH3:12][O:13][CH:14]=[C:3]1[CH2:4][CH2:5][C:6]([CH3:9])([CH3:8])[CH:7]=[C:2]1[CH3:1]. The catalyst class is: 11. (6) Product: [CH3:1][O:2][C:3]([CH:5]1[CH:10]([NH:11][S:39]([C:36]2[CH:37]=[CH:38][C:33]([O:32][CH2:31][C:29]3[C:28]4[C:23](=[CH:24][CH:25]=[CH:26][CH:27]=4)[N:22]=[C:21]([CH3:20])[CH:30]=3)=[CH:34][CH:35]=2)(=[O:40])=[O:41])[CH2:9][CH2:8][N:7]([C:12]([O:14][C:15]([CH3:18])([CH3:17])[CH3:16])=[O:13])[CH2:6]1)=[O:4]. Reactant: [CH3:1][O:2][C:3]([CH:5]1[CH:10]([NH2:11])[CH2:9][CH2:8][N:7]([C:12]([O:14][C:15]([CH3:18])([CH3:17])[CH3:16])=[O:13])[CH2:6]1)=[O:4].Cl.[CH3:20][C:21]1[CH:30]=[C:29]([CH2:31][O:32][C:33]2[CH:38]=[CH:37][C:36]([S:39](Cl)(=[O:41])=[O:40])=[CH:35][CH:34]=2)[C:28]2[C:23](=[CH:24][CH:25]=[CH:26][CH:27]=2)[N:22]=1.C([O-])(O)=O.[Na+]. The catalyst class is: 34. (7) Reactant: O[Li].O.[C:4]1([N:10]2[C:18]3[CH2:17][CH2:16][CH2:15][CH:14]([CH2:19][C:20]([O:22]CC)=[O:21])[C:13]=3[CH:12]=[N:11]2)[CH:9]=[CH:8][CH:7]=[CH:6][CH:5]=1. Product: [C:4]1([N:10]2[C:18]3[CH2:17][CH2:16][CH2:15][CH:14]([CH2:19][C:20]([OH:22])=[O:21])[C:13]=3[CH:12]=[N:11]2)[CH:5]=[CH:6][CH:7]=[CH:8][CH:9]=1. The catalyst class is: 72.